Dataset: Forward reaction prediction with 1.9M reactions from USPTO patents (1976-2016). Task: Predict the product of the given reaction. Given the reactants [CH3:1][N:2]1[CH2:7][CH2:6][CH:5]([OH:8])[CH2:4][CH2:3]1.[H-].[Na+].Cl[C:12]1[N:17]=[N:16][C:15]([CH:18]2[CH2:20][CH2:19]2)=[C:14]([C:21]2[CH:26]=[CH:25][C:24]([O:27][CH:28]3[CH2:33][CH2:32][CH2:31][CH2:30][CH2:29]3)=[CH:23][CH:22]=2)[CH:13]=1, predict the reaction product. The product is: [CH:28]1([O:27][C:24]2[CH:25]=[CH:26][C:21]([C:14]3[CH:13]=[C:12]([O:8][CH:5]4[CH2:6][CH2:7][N:2]([CH3:1])[CH2:3][CH2:4]4)[N:17]=[N:16][C:15]=3[CH:18]3[CH2:19][CH2:20]3)=[CH:22][CH:23]=2)[CH2:33][CH2:32][CH2:31][CH2:30][CH2:29]1.